This data is from Full USPTO retrosynthesis dataset with 1.9M reactions from patents (1976-2016). The task is: Predict the reactants needed to synthesize the given product. (1) Given the product [C:1]1([N:7]([C:22]2[CH:27]=[CH:26][CH:25]=[C:24]([C:28]([F:31])([F:30])[F:29])[CH:23]=2)[CH:8]2[CH2:13][CH2:12][NH:11][CH2:10][CH2:9]2)[CH:6]=[CH:5][CH:4]=[CH:3][CH:2]=1, predict the reactants needed to synthesize it. The reactants are: [C:1]1([NH:7][CH:8]2[CH2:13][CH2:12][N:11](C(OC(C)(C)C)=O)[CH2:10][CH2:9]2)[CH:6]=[CH:5][CH:4]=[CH:3][CH:2]=1.I[C:22]1[CH:27]=[CH:26][CH:25]=[C:24]([C:28]([F:31])([F:30])[F:29])[CH:23]=1.CC(C)([O-])C.[K+].O1CCCC1. (2) Given the product [NH2:8][C@H:7]([CH2:6][C:5]1[CH:23]=[C:24]([Br:25])[C:2]([NH2:1])=[C:3]([Br:26])[CH:4]=1)[CH2:9][N:11]1[CH2:16][CH2:15][CH:14]([N:17]2[CH2:22][CH2:21][CH2:20][CH2:19][CH2:18]2)[CH2:13][CH2:12]1, predict the reactants needed to synthesize it. The reactants are: [NH2:1][C:2]1[C:24]([Br:25])=[CH:23][C:5]([CH2:6][C@H:7]([C:9]([N:11]2[CH2:16][CH2:15][CH:14]([N:17]3[CH2:22][CH2:21][CH2:20][CH2:19][CH2:18]3)[CH2:13][CH2:12]2)=O)[NH2:8])=[CH:4][C:3]=1[Br:26].N.